Dataset: Reaction yield outcomes from USPTO patents with 853,638 reactions. Task: Predict the reaction yield, written as a fraction of the theoretical maximum amount of product (1.0 means a 100% yield; for example, 0.34 means a 34% yield). (1) The reactants are [CH2:1]([NH:5][C@H:6]([C:9]1[CH:14]=[CH:13][CH:12]=[CH:11][CH:10]=1)[CH:7]=[CH2:8])[CH:2]([CH3:4])[CH3:3].C(NC(C)C)(C)C.[C:22](Cl)(=[O:29])[C:23]1[CH:28]=[CH:27][CH:26]=[CH:25][CH:24]=1. The catalyst is C(Cl)Cl. The product is [CH2:1]([N:5]([C@H:6]([C:9]1[CH:10]=[CH:11][CH:12]=[CH:13][CH:14]=1)[CH:7]=[CH2:8])[C:22](=[O:29])[C:23]1[CH:28]=[CH:27][CH:26]=[CH:25][CH:24]=1)[CH:2]([CH3:3])[CH3:4]. The yield is 0.440. (2) The reactants are [Cl:1][C:2]1[CH:3]=[CH:4][CH:5]=[C:6]2[C:10]=1[N:9]([CH3:11])[CH:8]=[C:7]2[CH2:12][N:13]([CH3:30])[C:14](=[O:29])/[CH:15]=[CH:16]/[C:17]1[CH:18]=[N:19][C:20]([NH:23][CH2:24][C:25]([O:27]C)=[O:26])=[CH:21][CH:22]=1.COC(CNC1N=CC(/C=C/C(N(C)CC2C3C(=CC=CC=3)NC=2C)=O)=CC=1)=O. No catalyst specified. The product is [C:25]([CH2:24][NH:23][C:20]1[N:19]=[CH:18][C:17](/[CH:16]=[CH:15]/[C:14]([N:13]([CH2:12][C:7]2[C:6]3[C:10](=[C:2]([Cl:1])[CH:3]=[CH:4][CH:5]=3)[N:9]([CH3:11])[CH:8]=2)[CH3:30])=[O:29])=[CH:22][CH:21]=1)([OH:27])=[O:26]. The yield is 1.00. (3) The yield is 0.410. The reactants are [I-].[Na+].Br[CH2:4][CH2:5][CH2:6][O:7][C:8]1[CH:9]=[C:10]2[C:15](=[CH:16][C:17]=1[O:18][CH3:19])[C:14](=[O:20])[N:13]([CH2:21][CH2:22][CH2:23][N:24]1[CH2:29][CH2:28][O:27][CH2:26][CH2:25]1)[C:12]1[C:30]3[CH:31]=[C:32]4[O:40][CH2:39][O:38][C:33]4=[CH:34][C:35]=3[C:36](=[O:37])[C:11]2=1.[NH:41]1[CH2:46][CH2:45][O:44][CH2:43][CH2:42]1. The catalyst is O1CCOCC1.C(Cl)(Cl)Cl. The product is [CH3:19][O:18][C:17]1[CH:16]=[C:15]2[C:10]([C:11]3[C:36](=[O:37])[C:35]4[CH:34]=[C:33]5[O:38][CH2:39][O:40][C:32]5=[CH:31][C:30]=4[C:12]=3[N:13]([CH2:21][CH2:22][CH2:23][N:24]3[CH2:29][CH2:28][O:27][CH2:26][CH2:25]3)[C:14]2=[O:20])=[CH:9][C:8]=1[O:7][CH2:6][CH2:5][CH2:4][N:41]1[CH2:46][CH2:45][O:44][CH2:43][CH2:42]1. (4) The reactants are [NH2:1][C:2]1[C:11]2[C:6](=[C:7](Br)[CH:8]=[CH:9][CH:10]=2)[N:5]=[N:4][C:3]=1[C:13]([NH:15][CH2:16][CH2:17][CH3:18])=[O:14].[F:19][C:20]1[CH:21]=[C:22](B(O)O)[CH:23]=[CH:24][C:25]=1[O:26][CH3:27]. No catalyst specified. The product is [NH2:1][C:2]1[C:11]2[C:6](=[C:7]([C:22]3[CH:23]=[CH:24][C:25]([O:26][CH3:27])=[C:20]([F:19])[CH:21]=3)[CH:8]=[CH:9][CH:10]=2)[N:5]=[N:4][C:3]=1[C:13]([NH:15][CH2:16][CH2:17][CH3:18])=[O:14]. The yield is 0.780. (5) The reactants are [Cl:1][C:2]1[C:3]([OH:14])=[CH:4][C:5]([O:12][CH3:13])=[C:6]([CH:11]=1)[C:7](OC)=[O:8].[H-].[Al+3].[Li+].[H-].[H-].[H-].C([C@@H]([C@H](C([O-])=O)O)O)([O-])=O.C(OCC)(=O)C. The catalyst is C1COCC1. The product is [Cl:1][C:2]1[CH:11]=[C:6]([CH2:7][OH:8])[C:5]([O:12][CH3:13])=[CH:4][C:3]=1[OH:14]. The yield is 4.50. (6) The reactants are [CH3:1][N:2]1[CH2:6][CH2:5][C@H:4]([NH:7]C(=O)OC(C)(C)C)[C:3]1=[O:15].O1CCOCC1.[ClH:22]. No catalyst specified. The product is [ClH:22].[NH2:7][C@H:4]1[CH2:5][CH2:6][N:2]([CH3:1])[C:3]1=[O:15]. The yield is 1.00.